From a dataset of Experimentally validated miRNA-target interactions with 360,000+ pairs, plus equal number of negative samples. Binary Classification. Given a miRNA mature sequence and a target amino acid sequence, predict their likelihood of interaction. (1) The miRNA is hsa-miR-6799-3p with sequence UGCCCUGCAUGGUGUCCCCACAG. The protein sequence of the target gene is MGKDYYKILGIPSGANEDEIKKAYRKMALKYHPDKNKEPNAEEKFKEIAEAYDVLSDPKKRGLYDQYGEEGLKTGGGTSGGSSGSFHYTFHGDPHATFASFFGGSNPFDIFFASSRSTRPFSGFDPDDMDVDEDEDPFGAFGRFGFNGLSRGPRRAPEPLYPRRKVQDPPVVHELRVSLEEIYHGSTKRMKITRRRLNPDGRTVRTEDKILHIVIKRGWKEGTKITFPKEGDATPDNIPADIVFVLKDKPHAHFRRDGTNVLYSALISLKEALCGCTVNIPTIDGRVIPLPCNDVIKPGT.... Result: 0 (no interaction). (2) The miRNA is hsa-miR-876-3p with sequence UGGUGGUUUACAAAGUAAUUCA. The protein sequence of the target gene is MASTTSTKKMMEEATCSICLSLMTNPVSINCGHSYCHLCITDFFKNPSQKQLRQETFCCPQCRAPFHMDSLRPNKQLGSLIEALKETDQEMSCEEHGEQFHLFCEDEGQLICWRCERAPQHKGHTTALVEDVCQGYKEKLQKAVTKLKQLEDRCTEQKLSTAMRITKWKEKVQIQRQKIRSDFKNLQCFLHEEEKSYLWRLEKEEQQTLSRLRDYEAGLGLKSNELKSHILELEEKCQGSAQKLLQNVNDTLSRSWAVKLETSEAVSLELHTMCNVSKLYFDVKKMLRSHQVSVTLDPDT.... Result: 1 (interaction). (3) The miRNA is hsa-miR-4646-5p with sequence ACUGGGAAGAGGAGCUGAGGGA. The protein sequence of the target gene is MQKGIRLNDGHVASLGLLARKDGTRKGYLSKRSSDNTKWQTKWFALLQNLLFYFESDSSSRPSGLYLLEGCVCDRAPSPKPALSAKEPLEKQHYFTVNFSHENQKALELRTEDAKDCDEWVAAIAHASYRTLATEHEALMQKYLHLLQIVETEKTVAKQLRQQIEDGEIEIERLKAEITSLLKDNERIQSTQTVAPNDEDSDIKKIKKVQSFLRGWLCRRKWKTIIQDYIRSPHADSMRKRNQVVFSMLEAEAEYVQQLHILVNNFLRPLRMAASSKKPPITHDDVSSIFLNSETIMFLH.... Result: 0 (no interaction).